Dataset: Reaction yield outcomes from USPTO patents with 853,638 reactions. Task: Predict the reaction yield, written as a fraction of the theoretical maximum amount of product (1.0 means a 100% yield; for example, 0.34 means a 34% yield). (1) The reactants are [CH:1]1[C:6]2[C:7]([C:16]3[CH:26]=[CH:25][C:19]([C:20]([O:22][CH2:23][CH3:24])=[O:21])=[CH:18][CH:17]=3)=[N:8][C:9]3[CH:15]=[CH:14][CH:13]=[CH:12][C:10]=3[O:11][C:5]=2[CH:4]=[CH:3][CH:2]=1.[BH4-].[Na+].[C:29](=O)(O)[O-].[Na+]. The catalyst is C(O)=O.O. The product is [CH3:29][N:8]1[CH:7]([C:16]2[CH:17]=[CH:18][C:19]([C:20]([O:22][CH2:23][CH3:24])=[O:21])=[CH:25][CH:26]=2)[C:6]2[CH:1]=[CH:2][CH:3]=[CH:4][C:5]=2[O:11][C:10]2[CH:12]=[CH:13][CH:14]=[CH:15][C:9]1=2. The yield is 0.770. (2) The reactants are [C:1]([O:5][C:6]([N:8]1[CH2:14][C:13]2[CH:15]=[C:16]([Cl:19])[CH:17]=[CH:18][C:12]=2[NH:11][C:10](=O)[CH2:9]1)=[O:7])([CH3:4])([CH3:3])[CH3:2].COC1C=CC(P2(=S)SP(=S)(C3C=CC(OC)=CC=3)[S:30]2)=CC=1. The catalyst is O1CCCC1. The product is [C:1]([O:5][C:6]([N:8]1[CH2:14][C:13]2[CH:15]=[C:16]([Cl:19])[CH:17]=[CH:18][C:12]=2[NH:11][C:10](=[S:30])[CH2:9]1)=[O:7])([CH3:4])([CH3:3])[CH3:2]. The yield is 0.864. (3) The reactants are [N+:1]([C:4]1[CH:5]=[C:6]([CH:10]=[C:11]2[CH2:20][CH2:19][C:14]3(OCC[O:15]3)[CH2:13][CH2:12]2)[CH:7]=[CH:8][CH:9]=1)([O-:3])=[O:2].Cl. The catalyst is CC(C)=O. The product is [N+:1]([C:4]1[CH:5]=[C:6]([CH:10]=[C:11]2[CH2:20][CH2:19][C:14](=[O:15])[CH2:13][CH2:12]2)[CH:7]=[CH:8][CH:9]=1)([O-:3])=[O:2]. The yield is 0.890. (4) The reactants are [O:1]=[C:2]1[NH:7][N:6]=[CH:5][C:4]([C:8]([NH:10][C@@:11]2([C:16]([O:18]CCCC)=[O:17])[CH2:15][CH2:14][O:13][CH2:12]2)=[O:9])=[CH:3]1. The catalyst is [OH-].[Na+]. The product is [O:1]=[C:2]1[NH:7][N:6]=[CH:5][C:4]([C:8]([NH:10][C@@:11]2([C:16]([OH:18])=[O:17])[CH2:15][CH2:14][O:13][CH2:12]2)=[O:9])=[CH:3]1. The yield is 0.710.